Dataset: Catalyst prediction with 721,799 reactions and 888 catalyst types from USPTO. Task: Predict which catalyst facilitates the given reaction. (1) Reactant: Cl.[CH2:2]([CH:6]1[CH2:11][CH2:10][CH2:9][NH:8][CH2:7]1)[CH:3]([CH3:5])[CH3:4].[C:12]([O:16][C:17](=[O:27])[NH:18][C@@H:19]1[CH2:24][CH2:23][CH2:22][CH2:21][C@H:20]1[CH:25]=O)([CH3:15])([CH3:14])[CH3:13].C(O[BH-](OC(=O)C)OC(=O)C)(=O)C.[Na+].[OH-].[Na+]. Product: [C:12]([O:16][C:17](=[O:27])[NH:18][C@@H:19]1[CH2:24][CH2:23][CH2:22][CH2:21][C@H:20]1[CH2:25][N:8]1[CH2:9][CH2:10][CH2:11][CH:6]([CH2:2][CH:3]([CH3:5])[CH3:4])[CH2:7]1)([CH3:15])([CH3:13])[CH3:14]. The catalyst class is: 46. (2) Reactant: [Cl:1][C:2]1[CH:10]=[CH:9][CH:8]=[C:7]2[C:3]=1[C:4]([C:16]([OH:18])=O)=[CH:5][N:6]2[CH:11]1[CH2:15][CH2:14][CH2:13][O:12]1.Cl.[F:20][C:21]1([F:29])[CH2:26][CH2:25][CH:24]([CH2:27][NH2:28])[CH2:23][CH2:22]1.C(Cl)CCl.N1(O)C2C=CC=CC=2N=N1.C(N(C(C)C)C(C)C)C. Product: [Cl:1][C:2]1[CH:10]=[CH:9][CH:8]=[C:7]2[C:3]=1[C:4]([C:16]([NH:28][CH2:27][CH:24]1[CH2:25][CH2:26][C:21]([F:29])([F:20])[CH2:22][CH2:23]1)=[O:18])=[CH:5][N:6]2[CH:11]1[CH2:15][CH2:14][CH2:13][O:12]1. The catalyst class is: 9. (3) Reactant: C[C:2](CC(C)C)=[O:3].[CH2:8]([C:12]1[N:13]([CH2:20][C:21]2[CH:26]=[CH:25][C:24]([C:27]3[CH:32]=[CH:31][CH:30]=[CH:29][C:28]=3[C:33]3[N:34]=[N:35][N:36](C(C4C=CC=CC=4)(C4C=CC=CC=4)C4C=CC=CC=4)[N:37]=3)=[CH:23][CH:22]=2)[CH2:14][C:15]([Cl:19])(CO)[N:16]=1)[CH2:9][CH2:10][CH3:11].[OH-].[K+:58].C. Product: [CH3:11][CH2:10][CH2:9][CH2:8][C:12]1[N:13]([CH2:20][C:21]2[CH:22]=[CH:23][C:24]([C:27]3[CH:32]=[CH:31][CH:30]=[CH:29][C:28]=3[C:33]3[N:34]=[N:35][N-:36][N:37]=3)=[CH:25][CH:26]=2)[C:14]([CH2:2][OH:3])=[C:15]([Cl:19])[N:16]=1.[K+:58]. The catalyst class is: 5. (4) Reactant: CC(OC(/N=N/C(OC(C)C)=O)=O)C.[OH:15][C:16]1[CH:21]=[CH:20][C:19]([C@@H:22]2[O:27][CH2:26][CH2:25][N:24]([CH2:28][C:29]3[CH:34]=[CH:33][CH:32]=[CH:31][CH:30]=3)[CH2:23]2)=[CH:18][CH:17]=1.C1(P(C2C=CC=CC=2)C2C=CC=CC=2)C=CC=CC=1.[C:54]([N:57]1[CH2:62][CH2:61][CH:60](O)[CH2:59][CH2:58]1)(=[O:56])[CH3:55]. Product: [C:54]([N:57]1[CH2:62][CH2:61][CH:60]([O:15][C:16]2[CH:17]=[CH:18][C:19]([C@@H:22]3[O:27][CH2:26][CH2:25][N:24]([CH2:28][C:29]4[CH:30]=[CH:31][CH:32]=[CH:33][CH:34]=4)[CH2:23]3)=[CH:20][CH:21]=2)[CH2:59][CH2:58]1)(=[O:56])[CH3:55]. The catalyst class is: 7. (5) Reactant: [F:1][C:2]1[CH:10]=[C:9]([S:11]([CH3:14])(=[O:13])=[O:12])[CH:8]=[CH:7][C:3]=1[C:4](O)=[O:5].C(Cl)(=O)C([Cl:18])=O.CN(C=O)C. Product: [F:1][C:2]1[CH:10]=[C:9]([S:11]([CH3:14])(=[O:13])=[O:12])[CH:8]=[CH:7][C:3]=1[C:4]([Cl:18])=[O:5]. The catalyst class is: 2. (6) Reactant: [F:1][C:2]1[C:7]2[N:8]([CH2:11][C:12]([OH:14])=O)[CH:9]=[N:10][C:6]=2[CH:5]=[CH:4][CH:3]=1.Cl.[NH2:16][CH:17]([C:19]1[CH:24]=[CH:23][C:22]([C:25]([CH3:29])([CH3:28])[C:26]#[N:27])=[CH:21][CH:20]=1)[CH3:18].CN(C(ON1N=NC2C=CC=NC1=2)=[N+](C)C)C.F[P-](F)(F)(F)(F)F. Product: [C:26]([C:25]([C:22]1[CH:21]=[CH:20][C:19]([CH:17]([NH:16][C:12](=[O:14])[CH2:11][N:8]2[C:7]3[C:2]([F:1])=[CH:3][CH:4]=[CH:5][C:6]=3[N:10]=[CH:9]2)[CH3:18])=[CH:24][CH:23]=1)([CH3:29])[CH3:28])#[N:27]. The catalyst class is: 241.